Dataset: Full USPTO retrosynthesis dataset with 1.9M reactions from patents (1976-2016). Task: Predict the reactants needed to synthesize the given product. Given the product [Cl:1][C:2]1[S:6][C:5]([S:7]([NH:10][C:11]2[C:19]3[C:14](=[CH:15][CH:16]=[CH:17][C:18]=3[O:20][CH3:21])[N:13]([CH2:22][C:23]3[CH:24]=[CH:25][C:26]([O:29][CH2:30][CH2:31][N:32]([CH3:33])[CH3:34])=[CH:27][CH:28]=3)[N:12]=2)(=[O:8])=[O:9])=[CH:4][CH:3]=1, predict the reactants needed to synthesize it. The reactants are: [Cl:1][C:2]1[S:6][C:5]([S:7]([N:10](S(C2SC(Cl)=CC=2)(=O)=O)[C:11]2[C:19]3[C:14](=[CH:15][CH:16]=[CH:17][C:18]=3[O:20][CH3:21])[N:13]([CH2:22][C:23]3[CH:28]=[CH:27][C:26]([O:29][CH2:30][CH2:31][N:32]([CH3:34])[CH3:33])=[CH:25][CH:24]=3)[N:12]=2)(=[O:9])=[O:8])=[CH:4][CH:3]=1.[OH-].[Na+].